Dataset: Full USPTO retrosynthesis dataset with 1.9M reactions from patents (1976-2016). Task: Predict the reactants needed to synthesize the given product. (1) Given the product [O:25]=[C:10]1[CH:9]([CH2:8][CH2:7][C:6]([O:5][C:1]([CH3:4])([CH3:3])[CH3:2])=[O:31])[S:13][C:12]([NH:14][C:15]2[CH:20]=[CH:19][CH:18]=[CH:17][C:16]=2[C:21]([F:24])([F:22])[F:23])=[N:11]1, predict the reactants needed to synthesize it. The reactants are: [C:1]([O:5][C:6](=[O:31])[CH2:7][CH2:8][C:9]1(C(OCC)=O)[S:13][C:12]([NH:14][C:15]2[CH:20]=[CH:19][CH:18]=[CH:17][C:16]=2[C:21]([F:24])([F:23])[F:22])=[N:11][C:10]1=[O:25])([CH3:4])([CH3:3])[CH3:2].C1COCC1.O[Li].O.Cl. (2) The reactants are: [CH2:1]([N:3]1[C:8](=[O:9])[C@@H:7]2[C@@H:10]([C:13]([F:16])([F:15])[F:14])[O:11][CH2:12][C@:6]2([C:17]2[CH:22]=[C:21]([N+:23]([O-])=O)[CH:20]=[CH:19][C:18]=2[F:26])[N:5]=[C:4]1[NH:27][C:28](=[O:34])[O:29][C:30]([CH3:33])([CH3:32])[CH3:31])[CH3:2].[H][H]. Given the product [NH2:23][C:21]1[CH:20]=[CH:19][C:18]([F:26])=[C:17]([C@:6]23[CH2:12][O:11][C@H:10]([C:13]([F:16])([F:14])[F:15])[C@H:7]2[C:8](=[O:9])[N:3]([CH2:1][CH3:2])[C:4]([NH:27][C:28](=[O:34])[O:29][C:30]([CH3:32])([CH3:31])[CH3:33])=[N:5]3)[CH:22]=1, predict the reactants needed to synthesize it. (3) Given the product [NH2:1][C:2]1[CH2:8][C:7]([C:9]([O:11][CH3:12])=[O:10])=[CH:6][C:5]2[CH:14]=[C:15]([C:18]3[CH:23]=[CH:22][C:21]([C:24]([N:26]4[CH2:30][CH2:29][CH2:28][CH2:27]4)=[O:25])=[CH:20][CH:19]=3)[CH:16]=[CH:17][C:4]=2[N:3]=1, predict the reactants needed to synthesize it. The reactants are: [NH2:1][C:2]1[CH2:8][C:7]([C:9]([O:11][CH2:12]C)=[O:10])=[CH:6][C:5]2[CH:14]=[C:15]([C:18]3[CH:23]=[CH:22][C:21]([C:24]([N:26]4[CH2:30][CH2:29][CH2:28][CH2:27]4)=[O:25])=[CH:20][CH:19]=3)[CH:16]=[CH:17][C:4]=2[N:3]=1.C(N(CC)CC)C. (4) Given the product [C:1]([C:5]1[CH:6]=[C:7]2[C:12](=[CH:13][CH:14]=1)[N+:11]([O-:23])=[CH:10][CH:9]=[CH:8]2)([CH3:4])([CH3:2])[CH3:3], predict the reactants needed to synthesize it. The reactants are: [C:1]([C:5]1[CH:6]=[C:7]2[C:12](=[CH:13][CH:14]=1)[N:11]=[CH:10][CH:9]=[CH:8]2)([CH3:4])([CH3:3])[CH3:2].C1C=C(Cl)C=C(C(OO)=[O:23])C=1. (5) Given the product [F:1][C:2]1[CH:3]=[CH:4][C:5]2[O:9][C:8]([B:19]([OH:20])[OH:18])=[CH:7][C:6]=2[CH:10]=1, predict the reactants needed to synthesize it. The reactants are: [F:1][C:2]1[CH:3]=[CH:4][C:5]2[O:9][CH:8]=[CH:7][C:6]=2[CH:10]=1.C([Li])CCC.C([O:18][B:19](OCC)[O:20]CC)C.Cl. (6) Given the product [ClH:27].[ClH:27].[NH:9]1[C:10]2[C:15](=[CH:14][CH:13]=[CH:12][CH:11]=2)[CH:6]([NH:5][O:4][CH2:3][C:2]([O:23][CH2:24][CH:25]=[CH2:26])=[O:1])[CH2:7][NH:8]1, predict the reactants needed to synthesize it. The reactants are: [O:1]=[C:2]([O:23][CH2:24][CH:25]=[CH2:26])[CH2:3][O:4][NH:5][CH:6]1[C:15]2[C:10](=[CH:11][CH:12]=[CH:13][CH:14]=2)[NH:9][N:8](C(OC(C)(C)C)=O)[CH2:7]1.[ClH:27]. (7) Given the product [S:33]1[C:37]2[CH:38]=[C:39]([S:42]([N:17]3[CH:15]4[CH2:14][CH2:13][CH2:12][CH:11]3[C:10](=[O:18])[N:9]([CH2:8][CH2:7][O:6][C:5]3[CH:19]=[CH:20][C:21]([O:22][CH3:23])=[C:3]([O:2][CH3:1])[CH:4]=3)[CH2:16]4)(=[O:43])=[O:44])[CH:40]=[CH:41][C:36]=2[N:35]=[CH:34]1, predict the reactants needed to synthesize it. The reactants are: [CH3:1][O:2][C:3]1[CH:4]=[C:5]([CH:19]=[CH:20][C:21]=1[O:22][CH3:23])[O:6][CH2:7][CH2:8][N:9]1[CH2:16][CH:15]2[NH:17][CH:11]([CH2:12][CH2:13][CH2:14]2)[C:10]1=[O:18].CCN(C(C)C)C(C)C.[S:33]1[C:37]2[CH:38]=[C:39]([S:42](Cl)(=[O:44])=[O:43])[CH:40]=[CH:41][C:36]=2[N:35]=[CH:34]1. (8) Given the product [CH3:1][C:2]12[NH:12][C:13](=[O:14])[CH:7]1[CH2:6][CH2:5][CH2:4][CH2:3]2, predict the reactants needed to synthesize it. The reactants are: [CH3:1][C:2]1[CH2:7][CH2:6][CH2:5][CH2:4][CH:3]=1.ClS([N:12]=[C:13]=[O:14])(=O)=O. (9) Given the product [C:1]12([CH2:11][N:12]3[C@H:13]([CH3:22])[C@H:14]([C:16]4[CH:17]=[CH:18][CH:19]=[CH:20][CH:21]=4)[O:15][C:33]3=[O:35])[CH2:8][CH:7]3[CH2:6][CH:5]([CH2:4][CH:3]([CH2:9]3)[CH2:2]1)[CH2:10]2, predict the reactants needed to synthesize it. The reactants are: [C:1]12([CH2:11][NH:12][C@H:13]([CH3:22])[C@H:14]([C:16]3[CH:21]=[CH:20][CH:19]=[CH:18][CH:17]=3)[OH:15])[CH2:10][CH:5]3[CH2:6][CH:7]([CH2:9][CH:3]([CH2:4]3)[CH2:2]1)[CH2:8]2.CCN(C(C)C)C(C)C.Cl[C:33](Cl)([O:35]C(=O)OC(Cl)(Cl)Cl)Cl.